Dataset: Forward reaction prediction with 1.9M reactions from USPTO patents (1976-2016). Task: Predict the product of the given reaction. (1) Given the reactants [S:1]1[CH:5]=[CH:4][C:3]([C:6]2[CH:11]=[CH:10][C:9]([CH:12]([CH3:15])[CH2:13][NH2:14])=[CH:8][CH:7]=2)=[CH:2]1.[CH3:16][N:17]([CH3:21])[C:18](Cl)=[O:19], predict the reaction product. The product is: [CH3:16][N:17]([CH3:21])[C:18]([NH:14][CH2:13][CH:12]([C:9]1[CH:10]=[CH:11][C:6]([C:3]2[CH:4]=[CH:5][S:1][CH:2]=2)=[CH:7][CH:8]=1)[CH3:15])=[O:19]. (2) The product is: [NH2:2][CH2:1][C:3]1[CH:4]=[C:5]([S:9]([N:12]([CH2:21][C:22]2[CH:27]=[C:26]([Cl:28])[CH:25]=[C:24]([Cl:29])[CH:23]=2)[CH2:13][C:14]2[CH:15]=[CH:16][C:17]([F:20])=[CH:18][CH:19]=2)(=[O:11])=[O:10])[CH:6]=[CH:7][CH:8]=1. Given the reactants [C:1]([C:3]1[CH:4]=[C:5]([S:9]([N:12]([CH2:21][C:22]2[CH:27]=[C:26]([Cl:28])[CH:25]=[C:24]([Cl:29])[CH:23]=2)[CH2:13][C:14]2[CH:19]=[CH:18][C:17]([F:20])=[CH:16][CH:15]=2)(=[O:11])=[O:10])[CH:6]=[CH:7][CH:8]=1)#[N:2].B, predict the reaction product. (3) Given the reactants [N:1]1[CH:6]=[CH:5][CH:4]=[C:3]([C:7](=O)[CH2:8][C:9]2[CH:13]=[CH:12][S:11][CH:10]=2)[CH:2]=1.[CH2:15]([O:17][C:18]1[CH:19]=[C:20]([CH:23]=[C:24]([N+:27]([O-:29])=[O:28])[C:25]=1[OH:26])[CH:21]=O)[CH3:16].[NH2:30][C:31]([NH2:33])=[O:32].Cl, predict the reaction product. The product is: [CH2:15]([O:17][C:18]1[CH:19]=[C:20]([CH:21]2[C:8]([C:9]3[CH:13]=[CH:12][S:11][CH:10]=3)=[C:7]([C:3]3[CH:2]=[N:1][CH:6]=[CH:5][CH:4]=3)[NH:33][C:31](=[O:32])[NH:30]2)[CH:23]=[C:24]([N+:27]([O-:29])=[O:28])[C:25]=1[OH:26])[CH3:16]. (4) Given the reactants [NH2:1][C:2]1[CH:3]=[CH:4][C:5]([CH:13]2[CH2:18][CH2:17][CH:16]([N:19]([CH3:21])[CH3:20])[CH2:15][CH2:14]2)=[C:6]2[C:10]=1[C:9](=[O:11])[N:8]([CH3:12])[CH2:7]2.NC1C=CC(C2CCC(=O)CC2)=C2[C:31]=1[C:30](=[O:32])[N:29]([CH3:33])[CH2:28]2.C(N1CCNCC1)(=O)C, predict the reaction product. The product is: [C:30]([N:29]1[CH2:33][CH2:21][N:19]([CH:16]2[CH2:17][CH2:18][CH:13]([C:5]3[CH:4]=[CH:3][C:2]([NH2:1])=[C:10]4[C:6]=3[CH2:7][N:8]([CH3:12])[C:9]4=[O:11])[CH2:14][CH2:15]2)[CH2:20][CH2:28]1)(=[O:32])[CH3:31]. (5) The product is: [OH:1][CH:2]1[CH2:6][S:21](=[O:25])(=[O:23])[CH2:4][C:3]1([CH3:9])[C:7]#[N:8]. Given the reactants [OH:1][CH:2]1[CH2:6]S[CH2:4][C:3]1([CH3:9])[C:7]#[N:8].C1C=C(Cl)C=C(C(OO)=O)C=1.[S:21]([O-:25])([O-])(=[O:23])=S.[Na+].[Na+], predict the reaction product. (6) Given the reactants Br[C:2]1[C:7]([O:8][CH3:9])=[CH:6][CH:5]=[CH:4][N:3]=1.[C:10]([C:12]1[CH:17]=[CH:16][CH:15]=[CH:14][C:13]=1O)#[N:11].C(=O)([O-])[O-:20].[K+].[K+].C(OCC)(=O)C, predict the reaction product. The product is: [C:10]([C:12]1[CH:17]=[C:16]([CH:15]=[CH:14][CH:13]=1)[O:20][C:2]1[C:7]([O:8][CH3:9])=[CH:6][CH:5]=[CH:4][N:3]=1)#[N:11]. (7) Given the reactants [OH:1][C:2]1[CH:3]=[C:4]([CH:7]=[CH:8][CH:9]=1)[CH:5]=[O:6].[CH3:10][O:11][CH2:12][CH2:13][CH2:14]OS(C)(=O)=O, predict the reaction product. The product is: [CH3:10][O:11][CH2:12][CH2:13][CH2:14][O:1][C:2]1[CH:3]=[C:4]([CH:7]=[CH:8][CH:9]=1)[CH:5]=[O:6].